Dataset: Full USPTO retrosynthesis dataset with 1.9M reactions from patents (1976-2016). Task: Predict the reactants needed to synthesize the given product. (1) Given the product [OH:8][CH:9]1[C:17]2[C:12](=[C:13]([C:18]3[O:22][C:21]([C:23]4[CH:24]=[CH:25][C:26]([O:31][CH:32]([CH3:34])[CH3:33])=[C:27]([CH:30]=4)[C:28]#[N:29])=[N:20][CH:19]=3)[CH:14]=[CH:15][CH:16]=2)[CH2:11][CH2:10]1, predict the reactants needed to synthesize it. The reactants are: [Si]([O:8][CH:9]1[C:17]2[C:12](=[C:13]([C:18]3[O:22][C:21]([C:23]4[CH:24]=[CH:25][C:26]([O:31][CH:32]([CH3:34])[CH3:33])=[C:27]([CH:30]=4)[C:28]#[N:29])=[N:20][CH:19]=3)[CH:14]=[CH:15][CH:16]=2)[CH2:11][CH2:10]1)(C(C)(C)C)(C)C.[F-].C([N+](CCCC)(CCCC)CCCC)CCC. (2) Given the product [CH3:8][C:7]1[N:9]=[C:28]([C:15]23[CH2:20][CH:19]2[CH2:18][N:17]([C:21]([O:23][C:24]([CH3:27])([CH3:26])[CH3:25])=[O:22])[CH2:16]3)[O:11][N:10]=1, predict the reactants needed to synthesize it. The reactants are: CC1CCCO1.[C:7](=[N:10][OH:11])([NH2:9])[CH3:8].C[O-].[Na+].[C:15]12([C:28](OCC)=O)[CH2:20][CH:19]1[CH2:18][N:17]([C:21]([O:23][C:24]([CH3:27])([CH3:26])[CH3:25])=[O:22])[CH2:16]2.